Binary Classification. Given a drug SMILES string, predict its activity (active/inactive) in a high-throughput screening assay against a specified biological target. From a dataset of HIV replication inhibition screening data with 41,000+ compounds from the AIDS Antiviral Screen. The molecule is COc1ccc(C(=O)N2CCN(c3ccc4c(c3)OCC(=O)N4)CC2)cc1OC. The result is 0 (inactive).